The task is: Predict the reactants needed to synthesize the given product.. This data is from Full USPTO retrosynthesis dataset with 1.9M reactions from patents (1976-2016). (1) Given the product [Cl:1][C:2]1[CH:7]=[CH:6][N:5]=[C:4]2[C:8]([C:11]([NH:13][C@H:14]3[CH2:19][CH2:18][CH2:17][CH2:16][C@@H:15]3[OH:20])=[O:12])=[CH:9][N:10]([CH2:22][C:23]3[CH:28]=[N:27][C:26]([O:29][CH3:30])=[CH:25][CH:24]=3)[C:3]=12, predict the reactants needed to synthesize it. The reactants are: [Cl:1][C:2]1[CH:7]=[CH:6][N:5]=[C:4]2[C:8]([C:11]([NH:13][C@H:14]3[CH2:19][CH2:18][CH2:17][CH2:16][C@@H:15]3[OH:20])=[O:12])=[CH:9][NH:10][C:3]=12.Cl[CH2:22][C:23]1[CH:24]=[CH:25][C:26]([O:29][CH3:30])=[N:27][CH:28]=1.C(=O)([O-])[O-].[Cs+].[Cs+]. (2) Given the product [F:11][C:12]1[CH:13]=[CH:14][C:15]([CH2:16][CH:17]2[C:24]3[CH:23]=[C:22]([C:25]([O:27][CH3:28])=[O:26])[N:21]([S:29]([C:32]4[CH:33]=[CH:34][C:35]([CH3:36])=[CH:37][CH:38]=4)(=[O:30])=[O:31])[C:20]=3[CH2:19][CH2:18]2)=[CH:39][CH:40]=1, predict the reactants needed to synthesize it. The reactants are: FC1C=CC(C[Mg]Cl)=CC=1.[F:11][C:12]1[CH:40]=[CH:39][C:15]([CH:16]=[C:17]2[C:24]3[CH:23]=[C:22]([C:25]([O:27][CH3:28])=[O:26])[N:21]([S:29]([C:32]4[CH:38]=[CH:37][C:35]([CH3:36])=[CH:34][CH:33]=4)(=[O:31])=[O:30])[C:20]=3[CH2:19][CH2:18]2)=[CH:14][CH:13]=1. (3) Given the product [C:26]([C:28]1[CH:29]=[CH:30][C:31]([NH:34][C:35]([N:4]2[CH2:3][CH2:2][N:1]([C:7]3[C:16]4[C:11](=[CH:12][C:13]([O:17][CH2:18][CH2:19][CH:20]5[CH2:25][CH2:24][CH2:23][CH2:22][NH:21]5)=[CH:14][CH:15]=4)[N:10]=[CH:9][N:8]=3)[CH2:6][CH2:5]2)=[O:36])=[CH:32][CH:33]=1)#[N:27], predict the reactants needed to synthesize it. The reactants are: [N:1]1([C:7]2[C:16]3[C:11](=[CH:12][C:13]([O:17][CH2:18][CH2:19][CH:20]4[CH2:25][CH2:24][CH2:23][CH2:22][NH:21]4)=[CH:14][CH:15]=3)[N:10]=[CH:9][N:8]=2)[CH2:6][CH2:5][NH:4][CH2:3][CH2:2]1.[C:26]([C:28]1[CH:33]=[CH:32][C:31]([N:34]=[C:35]=[O:36])=[CH:30][CH:29]=1)#[N:27]. (4) Given the product [CH2:1]([N:3]([CH3:10])[CH2:4][CH2:5][C:6]([NH:8][C:11](=[O:12])[O:13][CH2:14][C:15]1[CH:20]=[CH:19][CH:18]=[CH:17][CH:16]=1)([CH3:9])[CH3:7])[CH3:2], predict the reactants needed to synthesize it. The reactants are: [CH2:1]([N:3]([CH3:10])[CH2:4][CH2:5][C:6]([CH3:9])([NH2:8])[CH3:7])[CH3:2].[C:11](ON1C(=O)CCC1=O)([O:13][CH2:14][C:15]1[CH:20]=[CH:19][CH:18]=[CH:17][CH:16]=1)=[O:12]. (5) Given the product [C:1]([O:4][CH:5]([CH2:17][CH2:18][S:19]([CH3:20])=[O:29])[C:6]([NH:8][CH2:9][CH2:10][CH2:11][CH2:12][CH2:13][CH2:14][CH2:15][CH3:16])=[O:7])(=[O:3])[CH3:2], predict the reactants needed to synthesize it. The reactants are: [C:1]([O:4][CH:5]([CH2:17][CH2:18][S:19][CH3:20])[C:6]([NH:8][CH2:9][CH2:10][CH2:11][CH2:12][CH2:13][CH2:14][CH2:15][CH3:16])=[O:7])(=[O:3])[CH3:2].C1C=C(Cl)C=C(C(OO)=[O:29])C=1. (6) Given the product [C:20]([C:23]1[C:24]([NH:25][C:17]([C:15]2[N:16]=[C:12]([CH:6]3[CH2:7][CH2:8][CH2:9][CH2:10][CH2:11]3)[S:13][CH:14]=2)=[O:19])=[C:26]([CH3:32])[C:27]([O:30][CH3:31])=[CH:28][CH:29]=1)(=[O:22])[CH3:21], predict the reactants needed to synthesize it. The reactants are: O=P(Cl)(Cl)Cl.[CH:6]1([C:12]2[S:13][CH:14]=[C:15]([C:17]([OH:19])=O)[N:16]=2)[CH2:11][CH2:10][CH2:9][CH2:8][CH2:7]1.[C:20]([C:23]1[CH:29]=[CH:28][C:27]([O:30][CH3:31])=[C:26]([CH3:32])[C:24]=1[NH2:25])(=[O:22])[CH3:21]. (7) Given the product [I:17][C:14]1[CH:13]=[CH:12][C:11]([NH:10][C:8](=[O:9])[CH2:7][N:1]2[CH2:5][CH2:4][CH2:3][CH2:2]2)=[CH:16][CH:15]=1, predict the reactants needed to synthesize it. The reactants are: [NH:1]1[CH2:5][CH2:4][CH2:3][CH2:2]1.Cl[CH2:7][C:8]([NH:10][C:11]1[CH:16]=[CH:15][C:14]([I:17])=[CH:13][CH:12]=1)=[O:9]. (8) The reactants are: [CH2:1]([O:3][C:4]1[C:13]([NH:14][C:15](=[O:23])OC2C=CC=CC=2)=[N:12][C:11]2[C:6](=[CH:7][CH:8]=[CH:9][CH:10]=2)[N:5]=1)[CH3:2].[CH3:24][C:25]1[CH:26]=[C:27]([N:32]2[CH2:37][CH2:36][NH:35][CH2:34][CH2:33]2)[CH:28]=[C:29]([CH3:31])[CH:30]=1. Given the product [CH2:1]([O:3][C:4]1[C:13]([NH:14][C:15]([N:35]2[CH2:36][CH2:37][N:32]([C:27]3[CH:28]=[C:29]([CH3:31])[CH:30]=[C:25]([CH3:24])[CH:26]=3)[CH2:33][CH2:34]2)=[O:23])=[N:12][C:11]2[C:6](=[CH:7][CH:8]=[CH:9][CH:10]=2)[N:5]=1)[CH3:2], predict the reactants needed to synthesize it. (9) The reactants are: [F:1][C:2]1[CH:3]=[C:4]([CH2:8][NH:9][C:10]([C:12]2[C:13]([OH:25])=[N:14][C:15]([N:19]3[CH2:24][CH2:23][O:22][CH2:21][CH2:20]3)=[CH:16][C:17]=2[CH3:18])=[O:11])[CH:5]=[CH:6][CH:7]=1.CN(C=O)C.[H-].[Na+].Br[CH2:34][CH2:35][O:36][CH3:37]. Given the product [F:1][C:2]1[CH:3]=[C:4]([CH2:8][NH:9][C:10]([C:12]2[C:13]([O:25][CH2:34][CH2:35][O:36][CH3:37])=[N:14][C:15]([N:19]3[CH2:24][CH2:23][O:22][CH2:21][CH2:20]3)=[CH:16][C:17]=2[CH3:18])=[O:11])[CH:5]=[CH:6][CH:7]=1, predict the reactants needed to synthesize it.